The task is: Predict the product of the given reaction.. This data is from Forward reaction prediction with 1.9M reactions from USPTO patents (1976-2016). (1) Given the reactants [F:1][C:2]1[CH:7]=[CH:6][C:5]([N+:8]([O-:10])=[O:9])=[CH:4][CH:3]=1.[Cl:11][S:12](O)(=[O:14])=[O:13], predict the reaction product. The product is: [F:1][C:2]1[CH:7]=[CH:6][C:5]([N+:8]([O-:10])=[O:9])=[CH:4][C:3]=1[S:12]([Cl:11])(=[O:14])=[O:13]. (2) Given the reactants C(OC([N:8]1[CH2:13][CH2:12][CH2:11][C@@H:10]([C:14]2[N:18]=[C:17]([C:19]3[CH:24]=[CH:23][C:22]([F:25])=[CH:21][CH:20]=3)[O:16][N:15]=2)[CH2:9]1)=O)(C)(C)C.[Cl:26]CCl, predict the reaction product. The product is: [ClH:26].[F:25][C:22]1[CH:23]=[CH:24][C:19]([C:17]2[O:16][N:15]=[C:14]([C@@H:10]3[CH2:11][CH2:12][CH2:13][NH:8][CH2:9]3)[N:18]=2)=[CH:20][CH:21]=1. (3) Given the reactants COC1C=C(S[C:10]2[N:14]([C:15]3[CH:20]=[CH:19][CH:18]=[CH:17][C:16]=3[CH3:21])[N:13]=[C:12]([C:22]([O:24][CH2:25][CH3:26])=[O:23])[CH:11]=2)C=CC=1.Cl[C:28]1[CH:33]=[CH:32][CH:31]=[C:30](C(OO)=O)[CH:29]=1.[S:38]([O-:42])([O-])(=[O:40])=S.[Na+].[Na+].[C:45](OCC)(=[O:47])C, predict the reaction product. The product is: [CH3:45][O:47][C:28]1[CH:33]=[C:32]([S:38]([C:10]2[N:14]([C:15]3[CH:20]=[CH:19][CH:18]=[CH:17][C:16]=3[CH3:21])[N:13]=[C:12]([C:22]([O:24][CH2:25][CH3:26])=[O:23])[CH:11]=2)(=[O:42])=[O:40])[CH:31]=[CH:30][CH:29]=1. (4) Given the reactants [H-].[Na+].[Cl:3][C:4]1[CH:5]=[CH:6][C:7]([N+:11]([O-:13])=[O:12])=[C:8]([CH:10]=1)[NH2:9].[C:14](O[C:14]([O:16][C:17]([CH3:20])([CH3:19])[CH3:18])=[O:15])([O:16][C:17]([CH3:20])([CH3:19])[CH3:18])=[O:15].[CH3:29]I, predict the reaction product. The product is: [C:17]([O:16][C:14]([N:9]([CH3:29])[C:8]1[CH:10]=[C:4]([Cl:3])[CH:5]=[CH:6][C:7]=1[N+:11]([O-:13])=[O:12])=[O:15])([CH3:20])([CH3:19])[CH3:18]. (5) Given the reactants [CH3:1][O:2][C:3]1[CH:4]=[C:5]2[C:10](=[CH:11][C:12]=1[O:13][CH3:14])[N:9]=[CH:8][N:7]=[C:6]2[O:15][C:16]1[C:17]([F:24])=[CH:18][C:19]([F:23])=[C:20]([CH:22]=1)[NH2:21].CCN(C(C)C)C(C)C.[C:34]([C:38]1[O:42][N:41]=[C:40]([NH:43][C:44](=O)[O:45]C2C=CC=CC=2)[CH:39]=1)([CH3:37])([CH3:36])[CH3:35].O, predict the reaction product. The product is: [C:34]([C:38]1[O:42][N:41]=[C:40]([NH:43][C:44]([NH:21][C:20]2[CH:22]=[C:16]([O:15][C:6]3[C:5]4[C:10](=[CH:11][C:12]([O:13][CH3:14])=[C:3]([O:2][CH3:1])[CH:4]=4)[N:9]=[CH:8][N:7]=3)[C:17]([F:24])=[CH:18][C:19]=2[F:23])=[O:45])[CH:39]=1)([CH3:37])([CH3:35])[CH3:36]. (6) Given the reactants Cl.[C:2]([C:6]1[CH:16]=[CH:15][CH:14]=[CH:13][C:7]=1[O:8][CH2:9][CH2:10][NH:11][CH3:12])([CH3:5])([CH3:4])[CH3:3].[N:17]1[CH:22]=[CH:21][CH:20]=[N:19][C:18]=1[C:23]([OH:25])=O, predict the reaction product. The product is: [C:2]([C:6]1[CH:16]=[CH:15][CH:14]=[CH:13][C:7]=1[O:8][CH2:9][CH2:10][N:11]([CH3:12])[C:23]([C:18]1[N:17]=[CH:22][CH:21]=[CH:20][N:19]=1)=[O:25])([CH3:5])([CH3:3])[CH3:4]. (7) Given the reactants [CH3:1][N:2]1[C:6]([C:7]2[CH:12]=[C:11]([CH:13]=[CH2:14])[CH:10]=[C:9]([N+:15]([O-])=O)[CH:8]=2)=[N:5][N:4]=[N:3]1, predict the reaction product. The product is: [CH2:13]([C:11]1[CH:10]=[C:9]([CH:8]=[C:7]([C:6]2[N:2]([CH3:1])[N:3]=[N:4][N:5]=2)[CH:12]=1)[NH2:15])[CH3:14]. (8) Given the reactants [Cl:1][C:2]1[CH:3]=[C:4]([C:8]2[CH:13]=[C:12]([O:14][CH3:15])[CH:11]=[C:10]([F:16])[CH:9]=2)[CH:5]=[CH:6][CH:7]=1.C([Li])CCC.[B:22](OC(C)C)([O:27]C(C)C)[O:23]C(C)C, predict the reaction product. The product is: [Cl:1][C:2]1[CH:3]=[C:4]([C:8]2[CH:13]=[C:12]([O:14][CH3:15])[C:11]([B:22]([OH:27])[OH:23])=[C:10]([F:16])[CH:9]=2)[CH:5]=[CH:6][CH:7]=1. (9) Given the reactants [CH2:1]([N:8]1[C:13](=[O:14])[CH:12]=[C:11]([C:15]([O:17]CC)=[CH2:16])[C:10]([C:20]2[CH:25]=[CH:24][CH:23]=[CH:22][CH:21]=2)=[N:9]1)[C:2]1[CH:7]=[CH:6][CH:5]=[CH:4][CH:3]=1.Cl, predict the reaction product. The product is: [C:15]([C:11]1[C:10]([C:20]2[CH:25]=[CH:24][CH:23]=[CH:22][CH:21]=2)=[N:9][N:8]([CH2:1][C:2]2[CH:3]=[CH:4][CH:5]=[CH:6][CH:7]=2)[C:13](=[O:14])[CH:12]=1)(=[O:17])[CH3:16]. (10) Given the reactants [NH:1]([C:3]1[NH:4][N:5]=[C:6]([C:10]2[CH:15]=[CH:14][C:13]([O:16][CH3:17])=[CH:12][CH:11]=2)[C:7](=[O:9])[N:8]=1)[NH2:2].[CH3:18][O:19][C:20]1[CH:28]=[CH:27][CH:26]=[CH:25][C:21]=1[C:22](Cl)=O, predict the reaction product. The product is: [CH3:18][O:19][C:20]1[CH:28]=[CH:27][CH:26]=[CH:25][C:21]=1[C:22]1[N:4]2[N:5]=[C:6]([C:10]3[CH:11]=[CH:12][C:13]([O:16][CH3:17])=[CH:14][CH:15]=3)[C:7](=[O:9])[NH:8][C:3]2=[N:1][N:2]=1.